Dataset: HIV replication inhibition screening data with 41,000+ compounds from the AIDS Antiviral Screen. Task: Binary Classification. Given a drug SMILES string, predict its activity (active/inactive) in a high-throughput screening assay against a specified biological target. (1) The drug is CCOC(=O)NC(C(C(=O)OCC)C(=O)OCC)(C(F)(F)F)C(F)(F)F. The result is 0 (inactive). (2) The compound is Cc1csc2c1-n1cccc1C2=O. The result is 0 (inactive). (3) The drug is Cc1cc(S(=O)(=O)Nc2nnc3c(Cl)cc(C(F)(F)F)cn23)c(S)cc1Cl. The result is 1 (active).